From a dataset of Full USPTO retrosynthesis dataset with 1.9M reactions from patents (1976-2016). Predict the reactants needed to synthesize the given product. (1) Given the product [Cl:23][C:20]1[CH:19]=[C:18]([C:24]([OH:26])=[O:25])[C:17]([C:4]2[CH:5]=[CH:6][C:7]([N:8]([CH2:9][CH:10]([CH3:12])[CH3:11])[CH2:13][CH:14]([CH3:15])[CH3:16])=[C:2]([NH:1][C:35]([NH:34][C:31]3[CH:32]=[CH:33][C:28]([Cl:27])=[CH:29][C:30]=3[F:37])=[O:36])[CH:3]=2)=[CH:22][CH:21]=1, predict the reactants needed to synthesize it. The reactants are: [NH2:1][C:2]1[CH:3]=[C:4]([C:17]2[C:18]([C:24]([OH:26])=[O:25])=[CH:19][C:20]([Cl:23])=[CH:21][CH:22]=2)[CH:5]=[CH:6][C:7]=1[N:8]([CH2:13][CH:14]([CH3:16])[CH3:15])[CH2:9][CH:10]([CH3:12])[CH3:11].[Cl:27][C:28]1[CH:33]=[CH:32][C:31]([N:34]=[C:35]=[O:36])=[C:30]([F:37])[CH:29]=1. (2) The reactants are: [CH2:1]([N:5]([CH2:36][CH:37]([CH3:39])[CH3:38])[C:6]1[CH:11]=[CH:10][C:9]([C:12]2[CH:17]=[CH:16][CH:15]=[CH:14][C:13]=2[C:18]2[NH:22][N:21]=[N:20][N:19]=2)=[CH:8][C:7]=1[NH:23][C:24](=[O:35])[O:25][C:26]1[CH:31]=[CH:30][C:29]([N+]([O-])=O)=[CH:28][CH:27]=1)[CH:2]([CH3:4])[CH3:3].C(OC1C=CC(O)=CC=1)C1C=CC=CC=1.CCN(CC)CC.C(Cl)[Cl:63]. Given the product [CH2:1]([N:5]([CH2:36][CH:37]([CH3:39])[CH3:38])[C:6]1[CH:11]=[CH:10][C:9]([C:12]2[CH:17]=[CH:16][CH:15]=[CH:14][C:13]=2[C:18]2[NH:22][N:21]=[N:20][N:19]=2)=[CH:8][C:7]=1[NH:23][C:24](=[O:35])[O:25][C:26]1[CH:31]=[CH:30][C:29]([Cl:63])=[CH:28][CH:27]=1)[CH:2]([CH3:4])[CH3:3], predict the reactants needed to synthesize it. (3) Given the product [NH:23]([C:24]([NH:1][CH:2]([NH:7][C:8](=[O:16])[C:9]1[CH:14]=[CH:13][C:12]([CH3:15])=[CH:11][CH:10]=1)[C:3]([Cl:6])([Cl:4])[Cl:5])=[O:25])[C:17]1[CH:22]=[CH:21][CH:20]=[CH:19][CH:18]=1, predict the reactants needed to synthesize it. The reactants are: [NH2:1][CH:2]([NH:7][C:8](=[O:16])[C:9]1[CH:14]=[CH:13][C:12]([CH3:15])=[CH:11][CH:10]=1)[C:3]([Cl:6])([Cl:5])[Cl:4].[C:17]1([N:23]=[C:24]=[O:25])[CH:22]=[CH:21][CH:20]=[CH:19][CH:18]=1.C(N(CC)CC)C. (4) Given the product [Cl:18][CH2:19][C:20]([N:2]([CH3:1])[C:3]1[CH:4]=[CH:5][C:6]([N+:9]([O-:11])=[O:10])=[CH:7][CH:8]=1)=[O:21], predict the reactants needed to synthesize it. The reactants are: [CH3:1][NH:2][C:3]1[CH:8]=[CH:7][C:6]([N+:9]([O-:11])=[O:10])=[CH:5][CH:4]=1.C(=O)([O-])[O-].[Li+].[Li+].[Cl:18][CH2:19][C:20](Cl)=[O:21]. (5) Given the product [C:33]([C:30]1[CH:31]=[CH:32][C:20]([C:9]2[CH:10]=[C:11]3[CH:17]=[CH:16][NH:15][C:12]3=[N:13][CH:14]=2)=[C:21]([F:37])[C:22]=1[O:23][C:24]1[N:25]=[CH:26][CH:27]=[CH:28][N:29]=1)([CH3:36])([CH3:34])[CH3:35], predict the reactants needed to synthesize it. The reactants are: CC1(C)C(C)(C)OB([C:9]2[CH:10]=[C:11]3[CH:17]=[CH:16][NH:15][C:12]3=[N:13][CH:14]=2)O1.Br[C:20]1[C:21]([F:37])=[C:22]([C:30]([C:33]([CH3:36])([CH3:35])[CH3:34])=[CH:31][CH:32]=1)[O:23][C:24]1[N:29]=[CH:28][CH:27]=[CH:26][N:25]=1.